Predict the product of the given reaction. From a dataset of Forward reaction prediction with 1.9M reactions from USPTO patents (1976-2016). (1) Given the reactants [CH:1]1([C:6]2([CH3:16])[C:11](=[O:12])[N:10]([CH3:13])[C:9](=[O:14])[NH:8][C:7]2=[O:15])[CH2:5][CH2:4][CH2:3][CH2:2]1.Br.Br[CH2:19][C:20]([C:22]1[CH:23]=[N:24][CH:25]=[CH:26][CH:27]=1)=[O:21], predict the reaction product. The product is: [CH:1]1([C:6]2([CH3:16])[C:11](=[O:12])[N:10]([CH3:13])[C:9](=[O:14])[N:8]([CH2:19][C:20](=[O:21])[C:22]3[CH:23]=[N:24][CH:25]=[CH:26][CH:27]=3)[C:7]2=[O:15])[CH2:2][CH2:3][CH2:4][CH2:5]1. (2) Given the reactants [NH2:1][C:2]1[C:7]([C:8]#[N:9])=[C:6]([C:10]2[CH:15]=[CH:14][C:13]([O:16][C@@H:17]3[CH2:21][CH2:20][CH2:19][C@H:18]3[OH:22])=[CH:12][CH:11]=2)[C:5]([C:23]#[N:24])=[C:4]([SH:25])[N:3]=1.Cl.Cl[CH2:28][C:29]1[CH:30]=[N:31][CH:32]=[CH:33][CH:34]=1.C(=O)([O-])[O-].[K+].[K+].C(O)(=O)C, predict the reaction product. The product is: [NH2:1][C:2]1[C:7]([C:8]#[N:9])=[C:6]([C:10]2[CH:15]=[CH:14][C:13]([O:16][C@@H:17]3[CH2:21][CH2:20][CH2:19][C@H:18]3[OH:22])=[CH:12][CH:11]=2)[C:5]([C:23]#[N:24])=[C:4]([S:25][CH2:28][C:29]2[CH:30]=[N:31][CH:32]=[CH:33][CH:34]=2)[N:3]=1. (3) Given the reactants C([O:5][C:6](=[O:21])[CH2:7][N:8]1[C:12]2[CH:13]=[CH:14][CH:15]=[CH:16][C:11]=2[N:10]=[C:9]1[S:17][CH2:18][CH2:19]Br)(C)(C)C.[NH2:22][C:23]1[CH:28]=[CH:27][CH:26]=[CH:25][CH:24]=1, predict the reaction product. The product is: [C:23]1([NH:22][CH2:19][CH2:18][S:17][C:9]2[N:8]([CH2:7][C:6]([OH:5])=[O:21])[C:12]3[CH:13]=[CH:14][CH:15]=[CH:16][C:11]=3[N:10]=2)[CH:28]=[CH:27][CH:26]=[CH:25][CH:24]=1. (4) Given the reactants [OH:1][B:2]1[C:6]2[CH:7]=[C:8]([NH:11][S:12]([C:15]3[N:20]=[CH:19][C:18]([NH:21]C(=O)C)=[CH:17][C:16]=3[CH3:25])(=[O:14])=[O:13])[CH:9]=[CH:10][C:5]=2[CH2:4][O:3]1.Cl.[OH-].[Na+], predict the reaction product. The product is: [NH2:21][C:18]1[CH:17]=[C:16]([CH3:25])[C:15]([S:12]([NH:11][C:8]2[CH:9]=[CH:10][C:5]3[CH2:4][O:3][B:2]([OH:1])[C:6]=3[CH:7]=2)(=[O:13])=[O:14])=[N:20][CH:19]=1. (5) The product is: [CH:41]([O:35][CH2:32][CH2:33][O:19][CH2:1][CH2:2][CH2:3][CH2:4][CH2:5][CH2:6][CH2:7][CH2:8]/[CH:9]=[CH:10]\[CH2:11]/[CH:12]=[CH:13]\[CH2:14][CH2:15][CH2:16][CH2:17][CH3:18])=[CH2:42]. Given the reactants [CH2:1]([OH:19])[CH2:2][CH2:3][CH2:4][CH2:5][CH2:6][CH2:7][CH2:8]/[CH:9]=[CH:10]\[CH2:11]/[CH:12]=[CH:13]\[CH2:14][CH2:15][CH2:16][CH2:17][CH3:18].S(C=C[CH:32]([OH:35])[CH2:33]O)(C1C=CC(C)=CC=1)(=O)=O.S([O-])([O-])(=O)=O.[CH2:41]([N+](CCCC)(CCCC)CCCC)[CH2:42]CC.C([N+](CCCC)(CCCC)CCCC)CCC.[OH-].[Na+], predict the reaction product. (6) Given the reactants C[O:2][C:3](=[O:35])[CH:4]([NH:12][C:13]([C:15]1[CH:20]=[CH:19][C:18]([C:21]2[CH:26]=[CH:25][C:24]([O:27][CH2:28][C:29]3[CH:34]=[CH:33][CH:32]=[CH:31][CH:30]=3)=[CH:23][CH:22]=2)=[CH:17][CH:16]=1)=[O:14])[CH2:5][C:6]1[CH:11]=[CH:10][CH:9]=[CH:8][CH:7]=1.[OH-].[Li+].Cl, predict the reaction product. The product is: [CH2:28]([O:27][C:24]1[CH:23]=[CH:22][C:21]([C:18]2[CH:19]=[CH:20][C:15]([C:13]([NH:12][CH:4]([CH2:5][C:6]3[CH:7]=[CH:8][CH:9]=[CH:10][CH:11]=3)[C:3]([OH:35])=[O:2])=[O:14])=[CH:16][CH:17]=2)=[CH:26][CH:25]=1)[C:29]1[CH:30]=[CH:31][CH:32]=[CH:33][CH:34]=1.